This data is from NCI-60 drug combinations with 297,098 pairs across 59 cell lines. The task is: Regression. Given two drug SMILES strings and cell line genomic features, predict the synergy score measuring deviation from expected non-interaction effect. (1) Drug 1: CC1=C(C(=CC=C1)Cl)NC(=O)C2=CN=C(S2)NC3=CC(=NC(=N3)C)N4CCN(CC4)CCO. Drug 2: C(CN)CNCCSP(=O)(O)O. Cell line: SF-268. Synergy scores: CSS=-0.133, Synergy_ZIP=-4.38, Synergy_Bliss=-6.67, Synergy_Loewe=-9.71, Synergy_HSA=-7.24. (2) Drug 1: C1=CC(=CC=C1CC(C(=O)O)N)N(CCCl)CCCl.Cl. Drug 2: CCCS(=O)(=O)NC1=C(C(=C(C=C1)F)C(=O)C2=CNC3=C2C=C(C=N3)C4=CC=C(C=C4)Cl)F. Cell line: 786-0. Synergy scores: CSS=14.9, Synergy_ZIP=-5.93, Synergy_Bliss=-3.60, Synergy_Loewe=-5.23, Synergy_HSA=-5.18. (3) Drug 1: CC1CCC2CC(C(=CC=CC=CC(CC(C(=O)C(C(C(=CC(C(=O)CC(OC(=O)C3CCCCN3C(=O)C(=O)C1(O2)O)C(C)CC4CCC(C(C4)OC)O)C)C)O)OC)C)C)C)OC. Drug 2: C1CCC(C(C1)N)N.C(=O)(C(=O)[O-])[O-].[Pt+4]. Cell line: MOLT-4. Synergy scores: CSS=50.0, Synergy_ZIP=-0.471, Synergy_Bliss=-0.734, Synergy_Loewe=0.339, Synergy_HSA=2.21. (4) Drug 1: C1=CC=C(C=C1)NC(=O)CCCCCCC(=O)NO. Drug 2: COC1=C2C(=CC3=C1OC=C3)C=CC(=O)O2. Cell line: SK-MEL-5. Synergy scores: CSS=35.9, Synergy_ZIP=1.10, Synergy_Bliss=1.30, Synergy_Loewe=-22.2, Synergy_HSA=0.0205. (5) Drug 1: CN(C)N=NC1=C(NC=N1)C(=O)N. Drug 2: N.N.Cl[Pt+2]Cl. Cell line: ACHN. Synergy scores: CSS=15.3, Synergy_ZIP=-5.31, Synergy_Bliss=2.29, Synergy_Loewe=0.940, Synergy_HSA=3.01.